This data is from Full USPTO retrosynthesis dataset with 1.9M reactions from patents (1976-2016). The task is: Predict the reactants needed to synthesize the given product. (1) Given the product [Cl:16][C:17]1[S:18][C:19]2[CH:25]=[C:24]([C:9]([O:11][C:12]([CH3:13])([CH3:14])[CH3:15])=[O:10])[CH:23]=[CH:22][C:20]=2[N:21]=1, predict the reactants needed to synthesize it. The reactants are: [C:9](O[C:9]([O:11][C:12]([CH3:15])([CH3:14])[CH3:13])=[O:10])([O:11][C:12]([CH3:15])([CH3:14])[CH3:13])=[O:10].[Cl:16][C:17]1[S:18][C:19]2[CH:25]=[C:24](C(O)=O)[CH:23]=[CH:22][C:20]=2[N:21]=1.CN(C1C=CC=CN=1)C. (2) Given the product [C:1]([O:5][C:6](=[O:20])[CH2:7][O:8][CH2:9][CH2:10][CH2:11][OH:12])([CH3:4])([CH3:2])[CH3:3], predict the reactants needed to synthesize it. The reactants are: [C:1]([O:5][C:6](=[O:20])[CH2:7][O:8][CH2:9][CH2:10][CH2:11][O:12]CC1C=CC=CC=1)([CH3:4])([CH3:3])[CH3:2]. (3) Given the product [F:13][C:8]1[CH:7]=[C:6]2[C:11]([CH:12]=[C:3]([C:1]([NH:27][NH2:28])=[NH:2])[N:4]=[C:5]2[O:14][C@H:15]2[CH2:19][CH2:18][N:17]([C:20]([O:22][C:23]([CH3:26])([CH3:25])[CH3:24])=[O:21])[CH2:16]2)=[CH:10][CH:9]=1, predict the reactants needed to synthesize it. The reactants are: [C:1]([C:3]1[N:4]=[C:5]([O:14][C@H:15]2[CH2:19][CH2:18][N:17]([C:20]([O:22][C:23]([CH3:26])([CH3:25])[CH3:24])=[O:21])[CH2:16]2)[C:6]2[C:11]([CH:12]=1)=[CH:10][CH:9]=[C:8]([F:13])[CH:7]=2)#[N:2].[NH2:27][NH2:28].O. (4) Given the product [N:16]1([C:14]2[C:9]3[NH:8][CH:7]=[C:6]([C:4]([O:3][CH2:1][CH3:2])=[O:5])[C:10]=3[N:11]=[CH:12][N:13]=2)[CH:20]=[CH:19][CH:18]=[N:17]1, predict the reactants needed to synthesize it. The reactants are: [CH2:1]([O:3][C:4]([C:6]1[C:10]2[N:11]=[CH:12][N:13]=[C:14](Cl)[C:9]=2[NH:8][CH:7]=1)=[O:5])[CH3:2].[NH:16]1[CH:20]=[CH:19][CH:18]=[N:17]1. (5) Given the product [Cl:42][C:27]1[N:26]=[C:25]2[C:30]([N:31]=[CH:32][N:24]2[C@H:6]2[C@H:5]([OH:4])[C@H:9]([OH:10])[C@@H:8]([C:14]3[O:18][N:17]=[C:16]([CH2:19][OH:20])[CH:15]=3)[O:7]2)=[C:29]([NH:33][C:34]2[CH:39]=[CH:38][C:37]([Cl:40])=[CH:36][C:35]=2[F:41])[N:28]=1, predict the reactants needed to synthesize it. The reactants are: C([O:4][C@@H:5]1[C@H:9]([O:10]C(=O)C)[C@@H:8]([C:14]2[O:18][N:17]=[C:16]([CH2:19][O:20]C(=O)C)[CH:15]=2)[O:7][C@H:6]1[N:24]1[CH:32]=[N:31][C:30]2[C:25]1=[N:26][C:27]([Cl:42])=[N:28][C:29]=2[NH:33][C:34]1[CH:39]=[CH:38][C:37]([Cl:40])=[CH:36][C:35]=1[F:41])(=O)C.C(N)(C)(C)C. (6) Given the product [Br:1][C:2]1[CH:3]=[C:4]([NH:5][C:11](=[O:12])[C:10]([F:21])([F:20])[F:9])[CH:6]=[CH:7][CH:8]=1, predict the reactants needed to synthesize it. The reactants are: [Br:1][C:2]1[CH:3]=[C:4]([CH:6]=[CH:7][CH:8]=1)[NH2:5].[F:9][C:10]([F:21])([F:20])[C:11](O[C:11](=[O:12])[C:10]([F:21])([F:20])[F:9])=[O:12]. (7) The reactants are: [C:1]([O:5][C:6](=[O:30])[C:7]1[CH:12]=[CH:11][C:10]([C:13](=[O:28])/[CH:14]=[C:15](\[C:20]2[CH:25]=[C:24]([Cl:26])[CH:23]=[C:22]([Cl:27])[CH:21]=2)/[C:16]([F:19])([F:18])[F:17])=[CH:9][C:8]=1[CH3:29])([CH3:4])([CH3:3])[CH3:2].[C:31]([O:35][C:36](=[O:52])[CH2:37][N:38]=[C:39]([C:46]1[CH:51]=[CH:50][CH:49]=[CH:48][CH:47]=1)[C:40]1[CH:45]=[CH:44][CH:43]=[CH:42][CH:41]=1)([CH3:34])([CH3:33])[CH3:32].[OH-].[Na+].O. Given the product [C:1]([O:5][C:6](=[O:30])[C:7]1[CH:12]=[CH:11][C:10]([C:13](=[O:28])[CH2:14][C:15]([CH:37]([N:38]=[C:39]([C:46]2[CH:47]=[CH:48][CH:49]=[CH:50][CH:51]=2)[C:40]2[CH:41]=[CH:42][CH:43]=[CH:44][CH:45]=2)[C:36]([O:35][C:31]([CH3:34])([CH3:33])[CH3:32])=[O:52])([C:20]2[CH:25]=[C:24]([Cl:26])[CH:23]=[C:22]([Cl:27])[CH:21]=2)[C:16]([F:17])([F:19])[F:18])=[CH:9][C:8]=1[CH3:29])([CH3:4])([CH3:3])[CH3:2], predict the reactants needed to synthesize it.